Dataset: CYP1A2 inhibition data for predicting drug metabolism from PubChem BioAssay. Task: Regression/Classification. Given a drug SMILES string, predict its absorption, distribution, metabolism, or excretion properties. Task type varies by dataset: regression for continuous measurements (e.g., permeability, clearance, half-life) or binary classification for categorical outcomes (e.g., BBB penetration, CYP inhibition). Dataset: cyp1a2_veith. (1) The compound is Cc1ccccc1NC(=O)CN1CCC(n2nnc3ccccc32)CC1. The result is 0 (non-inhibitor). (2) The drug is N#CCCn1c(=O)c(-c2cccs2)nc2cnc(Nc3ccccc3)nc21. The result is 1 (inhibitor). (3) The result is 1 (inhibitor). The molecule is Cc1oc(-c2ccccc2)cc1C(=O)Nc1ccc(N(C)C)cc1. (4) The molecule is Cc1cnc(CNc2ncncc2-c2ccc(N(C)C)cc2)cn1. The result is 1 (inhibitor). (5) The molecule is CN(C)c1ccc(CNc2ncc(Br)cc2Br)cc1. The result is 1 (inhibitor). (6) The compound is O=c1c(-c2cc(F)cc(F)c2)nc2cncnc2n1-c1ccccc1. The result is 1 (inhibitor). (7) The result is 1 (inhibitor). The drug is COC(=O)CSc1nnc(CNc2ccc(Cl)cc2)n1-c1ccccc1. (8) The molecule is O=C1SC(c2ccccc2)=C/C1=C\N1CCCCC1. The result is 1 (inhibitor). (9) The drug is COCC(=O)N1CCC2(CCCN(c3ccccn3)C2)CC1. The result is 0 (non-inhibitor). (10) The result is 1 (inhibitor). The drug is O=C1Nc2ccccc2/C1=N/c1sc2c(c1C(=O)NCCc1ccccc1)CCCC2.